From a dataset of Catalyst prediction with 721,799 reactions and 888 catalyst types from USPTO. Predict which catalyst facilitates the given reaction. (1) Reactant: Br.Br.[CH3:3][C@H:4]1[CH2:9][NH:8][C@@H:7]([CH3:10])[CH2:6][NH:5]1.[Cl:11][C:12]1[C:21]2[C:16](=[CH:17][CH:18]=[CH:19][CH:20]=2)[C:15](Cl)=[N:14][N:13]=1.C(=O)([O-])[O-].[K+].[K+].CN1CCCC1=O. Product: [Cl:11][C:12]1[C:21]2[C:16](=[CH:17][CH:18]=[CH:19][CH:20]=2)[C:15]([N:5]2[CH2:6][C@H:7]([CH3:10])[NH:8][CH2:9][C@@H:4]2[CH3:3])=[N:14][N:13]=1. The catalyst class is: 13. (2) Reactant: [NH2:1][CH2:2][CH2:3][CH2:4][C@H:5]([NH:9][C:10]([C:12]1[C:13](=[O:29])[N:14]([CH2:18][C:19]2[CH:24]=[CH:23][C:22]([C:25]([F:28])([F:27])[F:26])=[CH:21][CH:20]=2)[CH:15]=[CH:16][CH:17]=1)=[O:11])[C:6]([OH:8])=[O:7].[C:30]([OH:36])([C:32]([F:35])([F:34])[F:33])=[O:31].C(O)C.Cl.[C:41](=[NH:46])(OCC)[CH3:42]. Product: [C:41]([NH:1][CH2:2][CH2:3][CH2:4][C@H:5]([NH:9][C:10]([C:12]1[C:13](=[O:29])[N:14]([CH2:18][C:19]2[CH:20]=[CH:21][C:22]([C:25]([F:26])([F:27])[F:28])=[CH:23][CH:24]=2)[CH:15]=[CH:16][CH:17]=1)=[O:11])[C:6]([OH:8])=[O:7])(=[NH:46])[CH3:42].[C:30]([OH:36])([C:32]([F:35])([F:34])[F:33])=[O:31]. The catalyst class is: 424. (3) Product: [F:7][C:8]1[CH:13]=[CH:12][CH:11]=[CH:10][C:9]=1[CH2:14][C:15]([OH:23])([OH:24])[CH:16]([CH3:22])[CH2:17][OH:19]. The catalyst class is: 365. Reactant: [H-].[Al+3].[Li+].[H-].[H-].[H-].[F:7][C:8]1[CH:13]=[CH:12][CH:11]=[CH:10][C:9]=1[CH2:14][CH:15]([OH:23])[CH:16]([CH3:22])[C:17]([O:19]CC)=O.[OH2:24].[OH-].[Na+]. (4) Reactant: [CH2:1]([O:3][C:4](=[O:17])[C:5]([O:8][C:9]1[CH:14]=[CH:13][C:12]([OH:15])=[CH:11][C:10]=1[CH3:16])([CH3:7])[CH3:6])[CH3:2].C([O-])([O-])=O.[Cs+].[Cs+].[CH3:24][C:25]1[O:29][C:28]([C:30]2[CH:35]=[CH:34][CH:33]=[CH:32][CH:31]=2)=[N:27][C:26]=1[CH2:36][CH2:37]OS(C1C=CC(C)=CC=1)(=O)=O. Product: [CH2:1]([O:3][C:4](=[O:17])[C:5]([CH3:6])([O:8][C:9]1[CH:14]=[CH:13][C:12]([O:15][CH2:37][CH2:36][C:26]2[N:27]=[C:28]([C:30]3[CH:35]=[CH:34][CH:33]=[CH:32][CH:31]=3)[O:29][C:25]=2[CH3:24])=[CH:11][C:10]=1[CH3:16])[CH3:7])[CH3:2]. The catalyst class is: 3. (5) Reactant: [NH2:1][C:2]1[C:3]([C:8]([OH:10])=[O:9])=[N:4][CH:5]=[CH:6][CH:7]=1.[CH3:11][CH2:12]O. Product: [NH2:1][C:2]1[C:3]([C:8]([O:10][CH2:11][CH3:12])=[O:9])=[N:4][CH:5]=[CH:6][CH:7]=1. The catalyst class is: 65. (6) Reactant: [Br:1]Br.O.[NH:4]1[CH:8]=[C:7]([C:9]2[CH:10]=[CH:11][C:12]3[N:13]([CH:15]=[N:16][N:17]=3)[CH:14]=2)[CH:6]=[N:5]1.C(=O)([O-])O.[Na+]. Product: [Br:1][C:15]1[N:13]2[CH:14]=[C:9]([C:7]3[CH:8]=[N:4][NH:5][CH:6]=3)[CH:10]=[CH:11][C:12]2=[N:17][N:16]=1. The catalyst class is: 8. (7) Reactant: [C:1]([O:5][C:6]([NH:8][C:9](=[CH:14][C:15]1[CH:16]=[C:17]2[C:22](=[CH:23][CH:24]=1)[N:21]=[C:20]([O:25][C:26]1[CH:31]=[CH:30][CH:29]=[CH:28][CH:27]=1)[CH:19]=[CH:18]2)[C:10]([O:12][CH3:13])=[O:11])=[O:7])([CH3:4])([CH3:3])[CH3:2]. Product: [C:1]([O:5][C:6]([NH:8][CH:9]([CH2:14][C:15]1[CH:16]=[C:17]2[C:22](=[CH:23][CH:24]=1)[N:21]=[C:20]([O:25][C:26]1[CH:31]=[CH:30][CH:29]=[CH:28][CH:27]=1)[CH:19]=[CH:18]2)[C:10]([O:12][CH3:13])=[O:11])=[O:7])([CH3:4])([CH3:2])[CH3:3]. The catalyst class is: 19.